This data is from Catalyst prediction with 721,799 reactions and 888 catalyst types from USPTO. The task is: Predict which catalyst facilitates the given reaction. Reactant: [Br:1][C:2]1[C:3]([O:9][CH3:10])=[CH:4][C:5]([OH:8])=[N:6][CH:7]=1.[CH2:11](I)[CH3:12]. Product: [Br:1][C:2]1[C:3]([O:9][CH3:10])=[CH:4][C:5]([O:8][CH2:11][CH3:12])=[N:6][CH:7]=1. The catalyst class is: 22.